Predict the reactants needed to synthesize the given product. From a dataset of Full USPTO retrosynthesis dataset with 1.9M reactions from patents (1976-2016). Given the product [C:13]([O:12][C:10]([N:1]([CH2:20][CH2:19][CH:18]=[CH2:17])[NH:2][C:3]([O:5][C:6]([CH3:7])([CH3:8])[CH3:9])=[O:4])=[O:11])([CH3:16])([CH3:15])[CH3:14], predict the reactants needed to synthesize it. The reactants are: [N:1]([C:10]([O:12][C:13]([CH3:16])([CH3:15])[CH3:14])=[O:11])=[N:2][C:3]([O:5][C:6]([CH3:9])([CH3:8])[CH3:7])=[O:4].[CH2:17]([Mg]Br)[CH2:18][CH:19]=[CH2:20].CC(O)=O.